From a dataset of Forward reaction prediction with 1.9M reactions from USPTO patents (1976-2016). Predict the product of the given reaction. (1) Given the reactants Cl[C:2]1[C:3](=[O:25])[O:4][C:5]([CH2:14][CH2:15][C:16]2[CH:21]=[CH:20][C:19]([O:22][CH3:23])=[C:18]([Cl:24])[CH:17]=2)([CH:9]2[CH2:13][CH2:12][CH2:11][CH2:10]2)[CH2:6][C:7]=1[OH:8].ClC1C(=O)OC(CCC2CCCCC=2)(C2CCCC2)CC=1O.[SH:48][C:49]1[N:53]=[C:52]([C:54]2[CH:59]=[CH:58][C:57]([OH:60])=[CH:56][CH:55]=2)[NH:51][N:50]=1.N1C=CC(C2NC(S)=NN=2)=CC=1, predict the reaction product. The product is: [Cl:24][C:18]1[CH:17]=[C:16]([CH2:15][CH2:14][C:5]2([CH:9]3[CH2:13][CH2:12][CH2:11][CH2:10]3)[O:4][C:3](=[O:25])[CH:2]([S:48][C:49]3[NH:53][C:52]([C:54]4[CH:59]=[CH:58][C:57]([OH:60])=[CH:56][CH:55]=4)=[N:51][N:50]=3)[C:7](=[O:8])[CH2:6]2)[CH:21]=[CH:20][C:19]=1[O:22][CH3:23]. (2) Given the reactants [OH-].[Na+].[Br:3][C:4]1[CH:5]=[C:6]([CH2:12][OH:13])[CH:7]=[CH:8][C:9]=1SC.[C:14](=O)(O)[O-].[Na+].O[O:20][S:21]([O-:23])=O.[K+].Cl, predict the reaction product. The product is: [Br:3][C:4]1[CH:5]=[C:6]([CH2:12][OH:13])[CH:7]=[CH:8][C:9]=1[S:21]([CH3:14])(=[O:23])=[O:20].